From a dataset of Reaction yield outcomes from USPTO patents with 853,638 reactions. Predict the reaction yield, written as a fraction of the theoretical maximum amount of product (1.0 means a 100% yield; for example, 0.34 means a 34% yield). The reactants are [Cl:1][C:2]1[CH:8]=[C:7](I)[CH:6]=[CH:5][C:3]=1[NH2:4].[CH3:10][PH:11](=[O:13])[CH3:12].P([O-])([O-])([O-])=O.[K+].[K+].[K+]. The catalyst is CN(C=O)C.C([O-])(=O)C.[Pd+2].C([O-])(=O)C.CC1(C)C2C(=C(P(C3C=CC=CC=3)C3C=CC=CC=3)C=CC=2)OC2C(P(C3C=CC=CC=3)C3C=CC=CC=3)=CC=CC1=2. The product is [Cl:1][C:2]1[CH:8]=[C:7]([P:11]([CH3:12])([CH3:10])=[O:13])[CH:6]=[CH:5][C:3]=1[NH2:4]. The yield is 0.830.